From a dataset of Catalyst prediction with 721,799 reactions and 888 catalyst types from USPTO. Predict which catalyst facilitates the given reaction. (1) Reactant: [CH3:1][C:2]([CH3:5])([O-:4])[CH3:3].[K+].[Cl:7][C:8]([Cl:12])([Cl:11])[C:9]#[N:10]. Product: [Cl:7][C:8]([Cl:12])([Cl:11])[C:9](=[NH:10])[O:4][C:2]([CH3:5])([CH3:3])[CH3:1]. The catalyst class is: 27. (2) Reactant: [CH:1]1([CH2:7][N:8]2[CH2:12][CH2:11][C@@H:10]([NH:13][C:14]3[N:19]=[CH:18][C:17](/[CH:20]=[C:21](\[F:27])/[C:22]([O:24][CH2:25][CH3:26])=[O:23])=[CH:16][CH:15]=3)[CH2:9]2)[CH2:6][CH2:5][CH2:4][CH2:3][CH2:2]1.C1(CN2CC[C@@H](NC3N=CC(/C=C(/F)\C(OCC)=O)=CC=3)C2)CCCCC1.[C:55](O[C:55]([O:57][C:58]([CH3:61])([CH3:60])[CH3:59])=[O:56])([O:57][C:58]([CH3:61])([CH3:60])[CH3:59])=[O:56]. Product: [C:58]([O:57][C:55]([N:13]([C@@H:10]1[CH2:11][CH2:12][N:8]([CH2:7][CH:1]2[CH2:2][CH2:3][CH2:4][CH2:5][CH2:6]2)[CH2:9]1)[C:14]1[N:19]=[CH:18][C:17](/[CH:20]=[C:21](\[F:27])/[C:22]([O:24][CH2:25][CH3:26])=[O:23])=[CH:16][CH:15]=1)=[O:56])([CH3:61])([CH3:60])[CH3:59]. The catalyst class is: 367. (3) The catalyst class is: 648. Product: [F:16][C:17]1[CH:24]=[CH:23][C:20]([C:21](=[NH:22])[NH:9][C:8]2[CH:10]=[CH:11][C:5]([S:2]([CH3:1])(=[O:3])=[O:4])=[CH:6][CH:7]=2)=[CH:19][CH:18]=1. Reactant: [CH3:1][S:2]([C:5]1[CH:11]=[CH:10][C:8]([NH2:9])=[CH:7][CH:6]=1)(=[O:4])=[O:3].C[Al](C)C.[F:16][C:17]1[CH:24]=[CH:23][C:20]([C:21]#[N:22])=[CH:19][CH:18]=1.O. (4) Reactant: N1CCC1.[Cl-].[CH2:6]([O:13][C:14]([NH:16][S:17]([N:20]1[CH:25]=[CH:24][C:23](=[N+](C)C)C=C1)(=[O:19])=[O:18])=[O:15])[C:7]1[CH:12]=[CH:11][CH:10]=[CH:9][CH:8]=1. Product: [N:20]1([S:17]([NH:16][C:14](=[O:15])[O:13][CH2:6][C:7]2[CH:8]=[CH:9][CH:10]=[CH:11][CH:12]=2)(=[O:18])=[O:19])[CH2:25][CH2:24][CH2:23]1. The catalyst class is: 2. (5) Reactant: [CH3:1][CH:2]1[CH2:6][CH2:5][CH2:4][N:3]1[CH2:7][CH2:8][CH2:9][O:10][C:11]1[CH:16]=[CH:15][C:14]([C:17]2[O:21][CH2:20][C:19]3([CH2:26][CH2:25][NH:24][CH2:23][CH2:22]3)[N:18]=2)=[CH:13][CH:12]=1.Br[CH:28]1[CH2:32][CH2:31][CH2:30][CH2:29]1.C(=O)([O-])[O-].[K+].[K+].[I-].[K+]. Product: [CH:28]1([N:24]2[CH2:23][CH2:22][C:19]3([N:18]=[C:17]([C:14]4[CH:13]=[CH:12][C:11]([O:10][CH2:9][CH2:8][CH2:7][N:3]5[CH2:4][CH2:5][CH2:6][CH:2]5[CH3:1])=[CH:16][CH:15]=4)[O:21][CH2:20]3)[CH2:26][CH2:25]2)[CH2:32][CH2:31][CH2:30][CH2:29]1. The catalyst class is: 10. (6) Reactant: Br[CH2:2]/[CH:3]=[CH:4]/[C:5]([NH:7][C:8]1[CH:9]=[C:10]2[C:15](=[CH:16][C:17]=1[O:18][CH3:19])[N:14]=[CH:13][N:12]=[C:11]2[NH:20][C:21]1[CH:26]=[CH:25][C:24]([F:27])=[C:23]([Cl:28])[CH:22]=1)=[O:6].[O:29]1[CH:36]2[CH:32]([NH:33][CH2:34][CH2:35]2)[CH2:31][CH2:30]1.CCN(C(C)C)C(C)C.O. Product: [Cl:28][C:23]1[CH:22]=[C:21]([NH:20][C:11]2[C:10]3[C:15](=[CH:16][C:17]([O:18][CH3:19])=[C:8]([NH:7][C:5](=[O:6])/[CH:4]=[CH:3]/[CH2:2][N:33]4[CH2:34][CH2:35][CH:36]5[O:29][CH2:30][CH2:31][CH:32]45)[CH:9]=3)[N:14]=[CH:13][N:12]=2)[CH:26]=[CH:25][C:24]=1[F:27]. The catalyst class is: 44.